From a dataset of Catalyst prediction with 721,799 reactions and 888 catalyst types from USPTO. Predict which catalyst facilitates the given reaction. (1) Reactant: Cl[C:2]1[C:11]2[C:6](=[CH:7][C:8]([O:16][CH3:17])=[C:9]([C:12]([O:14][CH3:15])=[O:13])[CH:10]=2)[N:5]=[CH:4][CH:3]=1.[OH:18][C:19]1[CH:20]=[C:21]2[C:25](=[CH:26][CH:27]=1)[NH:24][CH:23]=[CH:22]2.C(N(C(C)C)CC)(C)C. Product: [CH3:15][O:14][C:12]([C:9]1[CH:10]=[C:11]2[C:6](=[CH:7][C:8]=1[O:16][CH3:17])[N:5]=[CH:4][CH:3]=[C:2]2[O:18][C:19]1[CH:20]=[C:21]2[C:25](=[CH:26][CH:27]=1)[NH:24][CH:23]=[CH:22]2)=[O:13]. The catalyst class is: 60. (2) Reactant: [CH2:1]([C:3]1[CH:32]=[CH:31][CH:30]=[C:29]([C:33]([F:36])([F:35])[F:34])[C:4]=1[CH2:5][N:6]1[C:14]2[C:9](=[C:10]([F:15])[CH:11]=[CH:12][CH:13]=2)[C:8]([C:16]2[C:25]([F:26])=[CH:24][C:19]([C:20]([O:22]C)=[O:21])=[C:18]([O:27]C)[CH:17]=2)=[N:7]1)[CH3:2].B(Br)(Br)Br.C(#N)C. Product: [CH2:1]([C:3]1[CH:32]=[CH:31][CH:30]=[C:29]([C:33]([F:36])([F:35])[F:34])[C:4]=1[CH2:5][N:6]1[C:14]2[C:9](=[C:10]([F:15])[CH:11]=[CH:12][CH:13]=2)[C:8]([C:16]2[C:25]([F:26])=[CH:24][C:19]([C:20]([OH:22])=[O:21])=[C:18]([OH:27])[CH:17]=2)=[N:7]1)[CH3:2]. The catalyst class is: 34. (3) Reactant: [CH3:1][C:2]([O:5][C:6]([NH:8][C@H:9]1[CH2:13][CH2:12][N:11]([C@H:14]([C:19]([N:21]2[CH2:26][CH2:25][O:24][CH2:23][CH2:22]2)=[O:20])[CH2:15][C:16](O)=[O:17])[C:10]1=[O:27])=[O:7])([CH3:4])[CH3:3].C[N:29](C(ON1N=NC2C=CC=CC1=2)=[N+](C)C)C.[B-](F)(F)(F)F.CCN(C(C)C)C(C)C.N.C(=O)([O-])[O-]. Product: [NH2:29][C:16](=[O:17])[CH2:15][C@H:14]([N:11]1[CH2:12][CH2:13][C@H:9]([NH:8][C:6](=[O:7])[O:5][C:2]([CH3:3])([CH3:1])[CH3:4])[C:10]1=[O:27])[C:19]([N:21]1[CH2:22][CH2:23][O:24][CH2:25][CH2:26]1)=[O:20]. The catalyst class is: 3. (4) Reactant: [Br:1]Br.[CH3:3][N:4]1[C:8]([C:9]([OH:11])=[O:10])=[CH:7][C:6]([C:12]([F:24])([F:23])[C:13]([F:22])([F:21])[C:14]([F:20])([F:19])[C:15]([F:18])([F:17])[F:16])=[N:5]1. Product: [Br:1][C:7]1[C:6]([C:12]([F:23])([F:24])[C:13]([F:21])([F:22])[C:14]([F:19])([F:20])[C:15]([F:18])([F:17])[F:16])=[N:5][N:4]([CH3:3])[C:8]=1[C:9]([OH:11])=[O:10]. The catalyst class is: 6. (5) Reactant: [Br:1][C:2]1[CH:7]=[CH:6][CH:5]=[C:4](Br)[N:3]=1.[CH3:9][S:10]([CH3:13])(=[NH:12])=[O:11].C1(P(C2C=CC=CC=2)C2C=CC3C(=CC=CC=3)C=2C2C3C(=CC=CC=3)C=CC=2P(C2C=CC=CC=2)C2C=CC=CC=2)C=CC=CC=1.CC(C)([O-])C.[Na+]. Product: [Br:1][C:2]1[N:3]=[C:4]([N:12]=[S:10]([CH3:13])([CH3:9])=[O:11])[CH:5]=[CH:6][CH:7]=1. The catalyst class is: 11. (6) Reactant: [O:1]=[C:2]1[NH:7][CH2:6][CH2:5][N:4]2[CH:8]=[C:9]([C:11]([O:13][CH2:14][CH3:15])=[O:12])[CH:10]=[C:3]12.C(=O)([O-])[O-].[Cs+].[Cs+].[CH2:22](Br)[C:23]1[CH:28]=[CH:27][CH:26]=[CH:25][CH:24]=1. Product: [CH2:22]([N:7]1[CH2:6][CH2:5][N:4]2[CH:8]=[C:9]([C:11]([O:13][CH2:14][CH3:15])=[O:12])[CH:10]=[C:3]2[C:2]1=[O:1])[C:23]1[CH:28]=[CH:27][CH:26]=[CH:25][CH:24]=1. The catalyst class is: 10. (7) Reactant: [Cl:1][C:2]1[CH:3]=[CH:4][C:5]([OH:12])=[C:6]([CH:11]=1)[C:7]([O:9][CH3:10])=[O:8].C1C(=O)N([I:20])C(=O)C1. Product: [Cl:1][C:2]1[CH:3]=[C:4]([I:20])[C:5]([OH:12])=[C:6]([CH:11]=1)[C:7]([O:9][CH3:10])=[O:8]. The catalyst class is: 3. (8) Reactant: [Cl:1][C:2]1[CH:10]=[CH:9][C:8]([OH:11])=[CH:7][C:3]=1[C:4]([NH2:6])=[O:5].C1(P(C2C=CC=CC=2)C2C=CC=CC=2)C=CC=CC=1.[Br:31][CH2:32][CH2:33]O.N(C(OC(C)(C)C)=O)=NC(OC(C)(C)C)=O. Product: [Br:31][CH2:32][CH2:33][O:11][C:8]1[CH:9]=[CH:10][C:2]([Cl:1])=[C:3]([CH:7]=1)[C:4]([NH2:6])=[O:5]. The catalyst class is: 1. (9) Reactant: [CH3:1][O:2][C:3](=[O:14])[CH2:4][NH:5][CH2:6][C:7]1[CH:12]=[CH:11][C:10]([F:13])=[CH:9][CH:8]=1.[OH:15][C:16]1[C:17]([C:26](O)=[O:27])=[N:18][CH:19]=[C:20]2[C:25]=1[N:24]=[CH:23][CH:22]=[CH:21]2.C(N=C=NC(C)C)(C)C. Product: [CH3:1][O:2][C:3](=[O:14])[CH2:4][N:5]([CH2:6][C:7]1[CH:8]=[CH:9][C:10]([F:13])=[CH:11][CH:12]=1)[C:26]([C:17]1[C:16]([OH:15])=[C:25]2[C:20]([CH:21]=[CH:22][CH:23]=[N:24]2)=[CH:19][N:18]=1)=[O:27]. The catalyst class is: 7. (10) Product: [CH3:25][C@H:23]1[NH:24][C@@H:19]([CH3:18])[CH2:20][N:21]([C:26]([C:28]2[C:29]([CH3:35])=[C:30]([CH:33]=[C:10]3[C:9]4[C:13](=[CH:14][CH:15]=[CH:16][C:8]=4[C:5]4[CH:4]=[CH:3][C:2]([F:1])=[CH:7][CH:6]=4)[NH:12][C:11]3=[O:17])[NH:31][CH:32]=2)=[O:27])[CH2:22]1. The catalyst class is: 360. Reactant: [F:1][C:2]1[CH:7]=[CH:6][C:5]([C:8]2[CH:16]=[CH:15][CH:14]=[C:13]3[C:9]=2[CH2:10][C:11](=[O:17])[NH:12]3)=[CH:4][CH:3]=1.[CH3:18][C@H:19]1[NH:24][C@@H:23]([CH3:25])[CH2:22][N:21]([C:26]([C:28]2[C:29]([CH3:35])=[C:30]([CH:33]=O)[NH:31][CH:32]=2)=[O:27])[CH2:20]1.